This data is from Catalyst prediction with 721,799 reactions and 888 catalyst types from USPTO. The task is: Predict which catalyst facilitates the given reaction. (1) Reactant: Cl.Cl[CH2:3][C:4]1[C:9]([CH2:10]Cl)=[CH:8][N:7]=[C:6]([CH3:12])[C:5]=1[OH:13]. Product: [CH3:12][C:6]1[C:5]([OH:13])=[C:4]([CH3:3])[C:9]([CH3:10])=[CH:8][N:7]=1. The catalyst class is: 763. (2) Reactant: [O-]CC.[Na+].[Na].[C:6]([O:14]CC)(=O)[CH2:7][C:8]([O:10]CC)=O.Cl.[CH:18]1([C:24](=[NH:26])[NH2:25])[CH2:23][CH2:22][CH2:21][CH2:20][CH2:19]1. Product: [CH:18]1([C:24]2[N:26]=[C:6]([OH:14])[CH:7]=[C:8]([OH:10])[N:25]=2)[CH2:23][CH2:22][CH2:21][CH2:20][CH2:19]1. The catalyst class is: 8. (3) Reactant: [Cl:1][C:2]1[CH:3]=[C:4]([NH:9][C:10]2[N:15]=[C:14]([NH:16][CH2:17][CH2:18][CH2:19][O:20][CH3:21])[C:13]([C:22](=[S:24])[NH2:23])=[CH:12][N:11]=2)[CH:5]=[CH:6][C:7]=1[F:8].Cl[CH:26]([C:32]([C:34]1[CH:38]=[CH:37][N:36]([CH3:39])[N:35]=1)=O)[C:27]([O:29][CH2:30][CH3:31])=[O:28]. Product: [Cl:1][C:2]1[CH:3]=[C:4]([NH:9][C:10]2[N:15]=[C:14]([NH:16][CH2:17][CH2:18][CH2:19][O:20][CH3:21])[C:13]([C:22]3[S:24][C:26]([C:27]([O:29][CH2:30][CH3:31])=[O:28])=[C:32]([C:34]4[CH:38]=[CH:37][N:36]([CH3:39])[N:35]=4)[N:23]=3)=[CH:12][N:11]=2)[CH:5]=[CH:6][C:7]=1[F:8]. The catalyst class is: 8. (4) The catalyst class is: 6. Reactant: [C:1]([OH:5])(=[O:4])[CH:2]=[CH2:3].[CH2:6]=[CH:7][C:8]1[CH:13]=[CH:12][CH:11]=[CH:10][CH:9]=1.S(OOS([O-])(=O)=O)([O-])(=O)=O.[K+].[K+]. Product: [CH:6]([CH:3]=[CH:2][C:1]([OH:5])=[O:4])=[CH:7][C:8]1[CH:13]=[CH:12][CH:11]=[CH:10][CH:9]=1. (5) Reactant: [CH3:1][Si:2]([CH3:19])([CH3:18])[CH2:3][CH2:4][O:5][CH2:6][N:7]1[C:11]2=[N:12][CH:13]=[C:14]([C:16]#[N:17])[CH:15]=[C:10]2[N:9]=[CH:8]1.[Li+].CC([N-]C(C)C)C.[C:28]([S:32]([N:34]=[C:35]([C:40]1[C:48]([O:49][CH3:50])=[CH:47][C:46]([CH3:51])=[C:45]2[C:41]=1[CH:42]=[CH:43][N:44]2[C:52]([O:54][C:55]([CH3:58])([CH3:57])[CH3:56])=[O:53])[C:36]([F:39])([F:38])[F:37])=[O:33])([CH3:31])([CH3:30])[CH3:29]. Product: [C:16]([C:14]1[CH:15]=[C:10]2[N:9]=[C:8]([C:35]([C:40]3[C:48]([O:49][CH3:50])=[CH:47][C:46]([CH3:51])=[C:45]4[C:41]=3[CH:42]=[CH:43][N:44]4[C:52]([O:54][C:55]([CH3:58])([CH3:57])[CH3:56])=[O:53])([NH:34][S:32]([C:28]([CH3:31])([CH3:30])[CH3:29])=[O:33])[C:36]([F:39])([F:38])[F:37])[N:7]([CH2:6][O:5][CH2:4][CH2:3][Si:2]([CH3:19])([CH3:18])[CH3:1])[C:11]2=[N:12][CH:13]=1)#[N:17]. The catalyst class is: 1. (6) Reactant: [CH3:1][C:2]1[CH:6]=[C:5]([CH3:7])[NH:4][N:3]=1.[H-].[Na+].[Cl:10][C:11]1[CH:18]=[C:17](F)[CH:16]=[CH:15][C:12]=1[C:13]#[N:14].O. Product: [Cl:10][C:11]1[CH:18]=[C:17]([N:3]2[C:2]([CH3:1])=[CH:6][C:5]([CH3:7])=[N:4]2)[CH:16]=[CH:15][C:12]=1[C:13]#[N:14]. The catalyst class is: 3. (7) Reactant: Br[C:2]1[CH:3]=[C:4]2[C:8](=[C:9]([C:11]([NH2:13])=[O:12])[CH:10]=1)[NH:7][CH:6]=[C:5]2[CH:14]1[CH2:19][CH2:18][S:17](=[O:21])(=[O:20])[C:16]([CH3:23])([CH3:22])[CH2:15]1.O1[CH2:29][CH2:28]OCC1.C([O-])([O-])=O.[K+].[K+]. Product: [CH3:22][C:16]1([CH3:23])[CH2:15][CH:14]([C:5]2[C:4]3[C:8](=[C:9]([C:11]([NH2:13])=[O:12])[CH:10]=[C:2]([C:29]4[CH:28]=[CH:9][CH:10]=[CH:2][CH:3]=4)[CH:3]=3)[NH:7][CH:6]=2)[CH2:19][CH2:18][S:17]1(=[O:21])=[O:20]. The catalyst class is: 263.